From a dataset of Full USPTO retrosynthesis dataset with 1.9M reactions from patents (1976-2016). Predict the reactants needed to synthesize the given product. (1) Given the product [Br:1][C:2]1[CH:6]=[C:5]([CH3:7])[N:4]([CH:8]2[CH2:10][CH2:9]2)[N:3]=1, predict the reactants needed to synthesize it. The reactants are: [Br:1][C:2]1[CH:6]=[C:5]([CH3:7])[NH:4][N:3]=1.[CH:8]1(B(O)O)[CH2:10][CH2:9]1.C([O-])([O-])=O.[Na+].[Na+].N1C=CC=CC=1C1C=CC=CN=1. (2) The reactants are: [CH3:1][O:2][C:3]1[C:4]([CH2:12][N:13]([CH3:15])[CH3:14])=[C:5]2[C:9](=[CH:10][CH:11]=1)[NH:8][CH:7]=[CH:6]2.[H-].[Na+].[F:18][C:19]([F:31])([F:30])[C:20]1[CH:21]=[C:22]([S:26](Cl)(=[O:28])=[O:27])[CH:23]=[CH:24][CH:25]=1.CN([CH:35]=[O:36])C. Given the product [F:18][C:19]([F:31])([F:30])[C:35]([OH:36])=[O:2].[CH3:1][O:2][C:3]1[C:4]([CH2:12][N:13]([CH3:14])[CH3:15])=[C:5]2[C:9](=[CH:10][CH:11]=1)[N:8]([S:26]([C:22]1[CH:23]=[CH:24][CH:25]=[C:20]([C:19]([F:18])([F:30])[F:31])[CH:21]=1)(=[O:28])=[O:27])[CH:7]=[CH:6]2, predict the reactants needed to synthesize it. (3) Given the product [F:11][C:8]([F:9])([F:10])[C:5]1[CH:6]=[CH:7][C:2]([NH:1][C:19](=[O:21])[CH3:20])=[CH:3][CH:4]=1, predict the reactants needed to synthesize it. The reactants are: [NH2:1][C:2]1[CH:7]=[CH:6][C:5]([C:8]([F:11])([F:10])[F:9])=[CH:4][CH:3]=1.C(N(CC)CC)C.[C:19](OC(=O)C)(=[O:21])[CH3:20]. (4) Given the product [CH3:3][C:4]1[CH:5]=[CH:6][C:7]([C:14]2[O:15][CH:16]=[CH:17][N:18]=2)=[C:8]([CH:13]=1)[C:9]([OH:11])=[O:10], predict the reactants needed to synthesize it. The reactants are: [OH-].[Na+].[CH3:3][C:4]1[CH:5]=[CH:6][C:7]([C:14]2[O:15][CH:16]=[CH:17][N:18]=2)=[C:8]([CH:13]=1)[C:9]([O:11]C)=[O:10].